Dataset: Full USPTO retrosynthesis dataset with 1.9M reactions from patents (1976-2016). Task: Predict the reactants needed to synthesize the given product. (1) Given the product [Br:16][C:8]1[CH:9]=[C:10]([N+:11]([O-:13])=[O:12])[C:5]([NH:4][CH:1]2[CH2:3][CH2:2]2)=[C:6]([O:14][CH3:15])[CH:7]=1, predict the reactants needed to synthesize it. The reactants are: [CH:1]1([NH:4][C:5]2[C:10]([N+:11]([O-:13])=[O:12])=[CH:9][CH:8]=[CH:7][C:6]=2[O:14][CH3:15])[CH2:3][CH2:2]1.[Br:16]Br.[NH4+].[OH-]. (2) Given the product [Cl:12][C:6]1[CH:5]=[C:4]([CH3:13])[N:3]=[C:2]2[C:7]=1[C:8](=[O:9])[CH:10]=[CH:11][N:21]2[CH:17]([CH2:18][CH2:19][CH3:20])[CH2:16][CH2:15][CH3:14], predict the reactants needed to synthesize it. The reactants are: Cl[C:2]1[C:7]([C:8]([CH:10]=[CH2:11])=[O:9])=[C:6]([Cl:12])[CH:5]=[C:4]([CH3:13])[N:3]=1.[CH3:14][CH2:15][CH2:16][CH:17]([NH2:21])[CH2:18][CH2:19][CH3:20].